This data is from Catalyst prediction with 721,799 reactions and 888 catalyst types from USPTO. The task is: Predict which catalyst facilitates the given reaction. (1) Reactant: [C:1]([O:5][C:6](=[O:38])[CH2:7][CH2:8][C:9]1[CH:14]=[CH:13][C:12]([O:15][CH2:16][CH2:17][C:18]2[N:19]=[C:20]([C:24]3[CH:29]=[CH:28][CH:27]=[CH:26][CH:25]=3)[O:21][C:22]=2[CH3:23])=[CH:11][C:10]=1[CH2:30][NH:31]C(=O)C(F)(F)F)([CH3:4])([CH3:3])[CH3:2].[H-].[Na+].IC. Product: [C:1]([O:5][C:6](=[O:38])[CH2:7][CH2:8][C:9]1[CH:14]=[CH:13][C:12]([O:15][CH2:16][CH2:17][C:18]2[N:19]=[C:20]([C:24]3[CH:25]=[CH:26][CH:27]=[CH:28][CH:29]=3)[O:21][C:22]=2[CH3:23])=[CH:11][C:10]=1[CH2:30][NH2:31])([CH3:4])([CH3:2])[CH3:3]. The catalyst class is: 3. (2) Reactant: [S:1]1[CH:5]=[CH:4][CH:3]=[C:2]1[S:6]([NH:9][C:10]1[CH:11]=[CH:12][CH:13]=[C:14]2[C:18]=1[NH:17][C:16]([C:19]([OH:21])=O)=[CH:15]2)(=[O:8])=[O:7].[N:22]1(O)C2C=CC=CC=2N=[N:23]1.Cl.CN(C)CCCN=C=NCC.O.NN. Product: [NH:22]([C:19]([C:16]1[NH:17][C:18]2[C:14]([CH:15]=1)=[CH:13][CH:12]=[CH:11][C:10]=2[NH:9][S:6]([C:2]1[S:1][CH:5]=[CH:4][CH:3]=1)(=[O:7])=[O:8])=[O:21])[NH2:23]. The catalyst class is: 145. (3) Reactant: [CH2:1]([O:3][C:4]([C:6]1[C:11](Br)=[CH:10][CH:9]=[C:8]([CH3:13])[N:7]=1)=[O:5])[CH3:2].[NH2:14][C:15]1[CH:16]=[N:17][CH:18]=[CH:19][CH:20]=1. The catalyst class is: 45. Product: [CH2:1]([O:3][C:4]([C:6]1[C:11]([NH:14][C:15]2[CH:16]=[N:17][CH:18]=[CH:19][CH:20]=2)=[CH:10][CH:9]=[C:8]([CH3:13])[N:7]=1)=[O:5])[CH3:2]. (4) Reactant: Br[CH:2]1[CH2:6][CH2:5][N:4]([C:7]2[CH:8]=[N:9][N:10]([C:15]3[CH:20]=[CH:19][C:18]([F:21])=[CH:17][CH:16]=3)[C:11]=2[CH:12]([CH3:14])[CH3:13])[C:3]1=[O:22].[CH3:23][C:24]1[NH:28][N:27]=[C:26]([C:29]([F:32])([F:31])[F:30])[CH:25]=1.C([O-])([O-])=O.[K+].[K+]. Product: [F:21][C:18]1[CH:19]=[CH:20][C:15]([N:10]2[C:11]([CH:12]([CH3:14])[CH3:13])=[C:7]([N:4]3[CH2:5][CH2:6][CH:2]([N:28]4[C:24]([CH3:23])=[CH:25][C:26]([C:29]([F:32])([F:31])[F:30])=[N:27]4)[C:3]3=[O:22])[CH:8]=[N:9]2)=[CH:16][CH:17]=1. The catalyst class is: 3.